Dataset: hERG potassium channel inhibition data for cardiac toxicity prediction from Karim et al.. Task: Regression/Classification. Given a drug SMILES string, predict its toxicity properties. Task type varies by dataset: regression for continuous values (e.g., LD50, hERG inhibition percentage) or binary classification for toxic/non-toxic outcomes (e.g., AMES mutagenicity, cardiotoxicity, hepatotoxicity). Dataset: herg_karim. (1) The compound is COc1ccc([C@H](C)NC(=O)COc2cc(C(F)(F)F)c3c(-c4ccccc4)nn(C)c3n2)cc1. The result is 0 (non-blocker). (2) The molecule is Cn1cnc(C(=O)N(Cc2cccc(OC(F)(F)F)c2)CC2C3CN(CC4CC4)CC32)c1. The result is 1 (blocker).